This data is from NCI-60 drug combinations with 297,098 pairs across 59 cell lines. The task is: Regression. Given two drug SMILES strings and cell line genomic features, predict the synergy score measuring deviation from expected non-interaction effect. (1) Drug 1: CC(CN1CC(=O)NC(=O)C1)N2CC(=O)NC(=O)C2. Drug 2: CC1C(C(CC(O1)OC2CC(CC3=C2C(=C4C(=C3O)C(=O)C5=C(C4=O)C(=CC=C5)OC)O)(C(=O)C)O)N)O.Cl. Cell line: MOLT-4. Synergy scores: CSS=77.1, Synergy_ZIP=-0.0869, Synergy_Bliss=0.235, Synergy_Loewe=0.152, Synergy_HSA=3.44. (2) Drug 1: C1CN1C2=NC(=NC(=N2)N3CC3)N4CC4. Cell line: SNB-19. Synergy scores: CSS=23.7, Synergy_ZIP=-2.30, Synergy_Bliss=4.49, Synergy_Loewe=-12.1, Synergy_HSA=3.49. Drug 2: CC12CCC3C(C1CCC2OP(=O)(O)O)CCC4=C3C=CC(=C4)OC(=O)N(CCCl)CCCl.[Na+]. (3) Drug 1: CC1OCC2C(O1)C(C(C(O2)OC3C4COC(=O)C4C(C5=CC6=C(C=C35)OCO6)C7=CC(=C(C(=C7)OC)O)OC)O)O. Drug 2: CC1C(C(CC(O1)OC2CC(CC3=C2C(=C4C(=C3O)C(=O)C5=CC=CC=C5C4=O)O)(C(=O)C)O)N)O. Cell line: NCI-H460. Synergy scores: CSS=50.9, Synergy_ZIP=-7.32, Synergy_Bliss=-8.51, Synergy_Loewe=-1.53, Synergy_HSA=0.132. (4) Drug 1: CC1=C(C(=CC=C1)Cl)NC(=O)C2=CN=C(S2)NC3=CC(=NC(=N3)C)N4CCN(CC4)CCO. Drug 2: CCC1(C2=C(COC1=O)C(=O)N3CC4=CC5=C(C=CC(=C5CN(C)C)O)N=C4C3=C2)O.Cl. Cell line: NCI-H460. Synergy scores: CSS=31.6, Synergy_ZIP=2.72, Synergy_Bliss=4.76, Synergy_Loewe=-15.4, Synergy_HSA=0.739.